Dataset: Full USPTO retrosynthesis dataset with 1.9M reactions from patents (1976-2016). Task: Predict the reactants needed to synthesize the given product. (1) Given the product [N+:8]([C:4]1[CH:5]=[CH:6][CH:7]=[C:2]([C:23]2[CH:24]=[N:25][CH:26]=[CH:27][CH:28]=2)[C:3]=1[NH:11][C:12](=[O:14])[CH3:13])([O-:10])=[O:9], predict the reactants needed to synthesize it. The reactants are: Br[C:2]1[CH:7]=[CH:6][CH:5]=[C:4]([N+:8]([O-:10])=[O:9])[C:3]=1[NH:11][C:12](=[O:14])[CH3:13].CC1(C)C(C)(C)OB([C:23]2[CH:24]=[N:25][CH:26]=[CH:27][CH:28]=2)O1.C(=O)([O-])[O-].[Na+].[Na+]. (2) The reactants are: [C:1]([OH:32])(=[O:31])[CH2:2][CH2:3][C@H:4]([NH:8][C:9]([C:11]1[CH:30]=[CH:29][C:14]([NH:15][CH2:16][C:17]2[CH2:18][NH:19][C:20]3[N:21]=[C:22]([NH:24][C:25]([C:27]=3[N:28]=2)=[O:26])[NH2:23])=[CH:13][CH:12]=1)=[O:10])[C:5]([OH:7])=[O:6].CN(C1C=CC(C(N[C@H](C(O)=O)CCC(O)=O)=O)=CC=1)CC1C=NC2N=C(N)N=C(N)C=2N=1.C1C=[N+]([C@@H]2O[C@H](COP(OP(OC[C@H]3O[C@@H](N4C5N=CN=C(N)C=5N=C4)[C@H](OP(O)(O)=O)[C@@H]3O)(O)=O)(O)=O)[C@@H](O)[C@H]2O)C=C(C(N)=O)C=1. Given the product [C:1]([OH:32])(=[O:31])[CH2:2][CH2:3][C@H:4]([NH:8][C:9]([C:11]1[CH:12]=[CH:13][C:14]([NH:15][CH2:16][C:17]2[N:28]=[C:27]3[C:20]([N:21]=[C:22]([NH:24][C:25]3=[O:26])[NH2:23])=[N:19][CH:18]=2)=[CH:29][CH:30]=1)=[O:10])[C:5]([OH:7])=[O:6], predict the reactants needed to synthesize it. (3) Given the product [Cl:1][CH2:2][CH2:3][O:4][C:5]1[C:6]([CH2:14][S:15]([C:18]2[C:27]3[C:22](=[CH:23][CH:24]=[CH:25][CH:26]=3)[CH:21]=[CH:20][CH:19]=2)(=[O:17])=[O:16])=[C:7]([NH2:11])[CH:8]=[CH:9][CH:10]=1, predict the reactants needed to synthesize it. The reactants are: [Cl:1][CH2:2][CH2:3][O:4][C:5]1[CH:10]=[CH:9][CH:8]=[C:7]([N+:11]([O-])=O)[C:6]=1[CH2:14][S:15]([C:18]1[C:27]2[C:22](=[CH:23][CH:24]=[CH:25][CH:26]=2)[CH:21]=[CH:20][CH:19]=1)(=[O:17])=[O:16].C(O)=O. (4) Given the product [Br:1][C:2]1[CH:10]=[C:9]([C:11]([NH2:12])=[O:13])[CH:8]=[C:7]2[C:3]=1[CH:4]=[CH:5][NH:6]2, predict the reactants needed to synthesize it. The reactants are: [Br:1][C:2]1[CH:10]=[C:9]([C:11]#[N:12])[CH:8]=[C:7]2[C:3]=1[CH:4]=[CH:5][NH:6]2.[OH:13]O.[OH-].[Na+].O. (5) Given the product [Br-:1].[CH2:7]([O:6][C:4]([CH2:3][CH2:2][P+:15]([C:16]1[CH:17]=[CH:18][CH:19]=[CH:20][CH:21]=1)([C:22]1[CH:27]=[CH:26][CH:25]=[CH:24][CH:23]=1)[C:9]1[CH:10]=[CH:11][CH:12]=[CH:13][CH:14]=1)=[O:5])[CH3:8], predict the reactants needed to synthesize it. The reactants are: [Br:1][CH2:2][CH2:3][C:4]([O:6][CH2:7][CH3:8])=[O:5].[C:9]1([P:15]([C:22]2[CH:27]=[CH:26][CH:25]=[CH:24][CH:23]=2)[C:16]2[CH:21]=[CH:20][CH:19]=[CH:18][CH:17]=2)[CH:14]=[CH:13][CH:12]=[CH:11][CH:10]=1. (6) The reactants are: ClC1C=C(N(C2C=CC(F)=CC=2C)C(OC(OC(=O)COCCOCCOCCOC)C)=O)C=CC=1C(=O)C1C=CC=CC=1C.Cl[CH:47]([O:49][C:50](=[O:76])[N:51]([C:68]1[CH:73]=[CH:72][C:71]([Br:74])=[CH:70][C:69]=1[CH3:75])[C:52]1[CH:57]=[CH:56][C:55]([C:58](=[O:66])[C:59]2[CH:64]=[CH:63][CH:62]=[CH:61][C:60]=2[CH3:65])=[C:54]([Cl:67])[CH:53]=1)[CH3:48].[CH2:77]([O:84][C:85]([CH2:87][CH2:88][C:89]([O-:91])=[O:90])=[O:86])[C:78]1[CH:83]=[CH:82][CH:81]=[CH:80][CH:79]=1.[Na+]. Given the product [Br:74][C:71]1[CH:72]=[CH:73][C:68]([N:51]([C:52]2[CH:57]=[CH:56][C:55]([C:58](=[O:66])[C:59]3[CH:64]=[CH:63][CH:62]=[CH:61][C:60]=3[CH3:65])=[C:54]([Cl:67])[CH:53]=2)[C:50]([O:49][CH:47]([O:91][C:89](=[O:90])[CH2:88][CH2:87][C:85]([O:84][CH2:77][C:78]2[CH:79]=[CH:80][CH:81]=[CH:82][CH:83]=2)=[O:86])[CH3:48])=[O:76])=[C:69]([CH3:75])[CH:70]=1, predict the reactants needed to synthesize it. (7) Given the product [NH:8]=[C:6]([N:16]([C:14](=[O:15])[C:13]1[CH:12]=[CH:11][C:10]([CH3:9])=[CH:19][CH:18]=1)[NH2:17])[CH3:7], predict the reactants needed to synthesize it. The reactants are: [Na].Cl.C(O[C:6](=[NH:8])[CH3:7])C.[CH3:9][C:10]1[CH:19]=[CH:18][C:13]([C:14]([NH:16][NH2:17])=[O:15])=[CH:12][CH:11]=1. (8) The reactants are: [CH2:1]([O:3][CH2:4][N:5]1[CH:9]=[CH:8][N:7]=[C:6]1[Sn](CCCC)(CCCC)CCCC)[CH3:2].Br[C:24]1[S:25][CH:26]=[CH:27][N:28]=1.FC1C=C(C2N(CC3NC4C=NC=CC=4N3CC)C=CN=2)C=CC=1.C([O-])(O)=O.[Na+]. Given the product [CH2:1]([O:3][CH2:4][N:5]1[CH:9]=[CH:8][N:7]=[C:6]1[C:24]1[S:25][CH:26]=[CH:27][N:28]=1)[CH3:2], predict the reactants needed to synthesize it. (9) Given the product [C:1]([C:5]1[CH:6]=[C:7]([CH:23]=[O:24])[C:8]([OH:22])=[C:9]([C:11]2[CH:16]=[CH:15][C:14]([O:17][C:18]3[CH:28]=[CH:27][CH:26]=[CH:33][CH:32]=3)=[CH:13][CH:12]=2)[CH:10]=1)([CH3:4])([CH3:3])[CH3:2], predict the reactants needed to synthesize it. The reactants are: [C:1]([C:5]1[CH:6]=[C:7]([CH:23]=[O:24])[C:8]([OH:22])=[C:9]([C:11]2[CH:16]=[CH:15][C:14]([O:17][C:18](F)(F)F)=[CH:13][CH:12]=2)[CH:10]=1)([CH3:4])([CH3:3])[CH3:2].Br[C:26]1[C:27](O)=[C:28](C=[C:32](C(C)(C)C)[CH:33]=1)C=O.O(C1C=CC(B(O)O)=CC=1)C1C=CC=CC=1. (10) Given the product [Cl:3][C:4]1[N:5]=[C:6]([C:11]([N:13]([CH2:29][CH2:30][CH3:31])[CH:14]2[CH2:15][N:16]([C:18]3[S:19][C:20]([C:24]([OH:26])=[O:25])=[C:21]([CH3:23])[N:22]=3)[CH2:17]2)=[O:12])[NH:7][C:8]=1[CH2:9][CH3:10], predict the reactants needed to synthesize it. The reactants are: [OH-].[Li+].[Cl:3][C:4]1[N:5]=[C:6]([C:11]([N:13]([CH2:29][CH2:30][CH3:31])[CH:14]2[CH2:17][N:16]([C:18]3[S:19][C:20]([C:24]([O:26]CC)=[O:25])=[C:21]([CH3:23])[N:22]=3)[CH2:15]2)=[O:12])[NH:7][C:8]=1[CH2:9][CH3:10].O.